Dataset: Catalyst prediction with 721,799 reactions and 888 catalyst types from USPTO. Task: Predict which catalyst facilitates the given reaction. (1) Reactant: Br[CH2:2][C:3]1[CH:4]=[C:5]([B:9]2[O:17][C:14]([CH3:16])([CH3:15])[C:11]([CH3:13])([CH3:12])[O:10]2)[CH:6]=[CH:7][CH:8]=1.[CH3:18][NH:19][CH3:20].C([O-])([O-])=O.[K+].[K+]. Product: [CH3:18][N:19]([CH3:20])[CH2:2][C:3]1[CH:8]=[CH:7][CH:6]=[C:5]([B:9]2[O:17][C:14]([CH3:16])([CH3:15])[C:11]([CH3:13])([CH3:12])[O:10]2)[CH:4]=1. The catalyst class is: 10. (2) Reactant: [Cl:1][C:2]1[CH:7]=[CH:6][C:5]([C:8]2([CH:14]=[CH:15][C:16]3[CH:25]=[C:24]4[C:19]([C:20](=[O:26])[NH:21][CH:22]=[N:23]4)=[CH:18][CH:17]=3)[CH2:13][CH2:12][NH:11][CH2:10][CH2:9]2)=[CH:4][CH:3]=1. Product: [ClH:1].[ClH:1].[Cl:1][C:2]1[CH:7]=[CH:6][C:5]([C:8]2([CH:14]=[CH:15][C:16]3[CH:25]=[C:24]4[C:19]([C:20](=[O:26])[NH:21][CH:22]=[N:23]4)=[CH:18][CH:17]=3)[CH2:13][CH2:12][NH:11][CH2:10][CH2:9]2)=[CH:4][CH:3]=1. The catalyst class is: 33. (3) Reactant: [Cl:1][C:2]1[CH:3]=[C:4]([C:9]2([CH2:17][N:18]([CH3:20])[CH3:19])[CH2:14][CH2:13][C:12]([CH3:16])([OH:15])[CH2:11][CH2:10]2)[CH:5]=[CH:6][C:7]=1[Cl:8].[CH2:21](O)[CH3:22].Cl. Product: [Cl:1][C:2]1[CH:3]=[C:4]([C:9]2([CH2:17][N:18]([CH3:19])[CH3:20])[CH2:10][CH2:11][C:12]([CH3:16])([OH:15])[CH2:13][CH2:14]2)[CH:5]=[CH:6][C:7]=1[Cl:8].[Cl:1][C:2]1[CH:3]=[C:4]([C:9]2([CH2:17][NH:18][CH2:21][CH3:22])[CH2:14][CH2:13][CH2:12][CH2:11][CH2:10]2)[CH:5]=[CH:6][C:7]=1[Cl:8]. The catalyst class is: 28. (4) Reactant: [S:1]1[C:5]([C@H:6]([O:19][Si:20]([C:33]([CH3:36])([CH3:35])[CH3:34])([C:27]2[CH:32]=[CH:31][CH:30]=[CH:29][CH:28]=2)[C:21]2[CH:26]=[CH:25][CH:24]=[CH:23][CH:22]=2)/[CH:7]=[CH:8]/[C@@H:9]2[C@@H:16]3[C@@H:12]([O:13][C:14](=[O:17])[CH2:15]3)[CH2:11][C@H:10]2[OH:18])=[CH:4][C:3]2[CH:37]=[CH:38][CH:39]=[CH:40][C:2]1=2.CC(C[AlH]CC(C)C)C.C(OCC)(=O)C. Product: [S:1]1[C:5]([C@H:6]([O:19][Si:20]([C:33]([CH3:36])([CH3:35])[CH3:34])([C:21]2[CH:22]=[CH:23][CH:24]=[CH:25][CH:26]=2)[C:27]2[CH:28]=[CH:29][CH:30]=[CH:31][CH:32]=2)/[CH:7]=[CH:8]/[C@@H:9]2[C@@H:16]3[C@@H:12]([O:13][CH:14]([OH:17])[CH2:15]3)[CH2:11][C@H:10]2[OH:18])=[CH:4][C:3]2[CH:37]=[CH:38][CH:39]=[CH:40][C:2]1=2. The catalyst class is: 1. (5) Reactant: [H-].[Na+].I.[OH:4][CH2:5][CH:6]1[CH2:11][CH2:10][N:9]([CH3:12])[CH2:8][CH2:7]1.CN1CCCC1=O.[CH:20]1([NH:27][C:28]2[C:29]3[CH:37]=[C:36](F)[N:35]=[CH:34][C:30]=3[N:31]=[CH:32][N:33]=2)[CH2:26][CH2:25][CH2:24][CH2:23][CH2:22][CH2:21]1. Product: [CH:20]1([NH:27][C:28]2[C:29]3[CH:37]=[C:36]([O:4][CH2:5][CH:6]4[CH2:11][CH2:10][N:9]([CH3:12])[CH2:8][CH2:7]4)[N:35]=[CH:34][C:30]=3[N:31]=[CH:32][N:33]=2)[CH2:21][CH2:22][CH2:23][CH2:24][CH2:25][CH2:26]1. The catalyst class is: 6.